The task is: Predict which catalyst facilitates the given reaction.. This data is from Catalyst prediction with 721,799 reactions and 888 catalyst types from USPTO. Reactant: Br[C:2]1[C:3]([CH3:16])=[N:4][N:5]([CH3:15])[C:6]=1[C:7]1[C:12]([F:13])=[CH:11][CH:10]=[CH:9][C:8]=1[F:14].C([Li])CCC.[CH:31]1[C:30]([S:29][S:29][C:30]2[CH:35]=[CH:34][C:33]([Cl:36])=[CH:32][CH:31]=2)=[CH:35][CH:34]=[C:33]([Cl:36])[CH:32]=1. Product: [Cl:36][C:33]1[CH:34]=[CH:35][C:30]([S:29][C:2]2[C:3]([CH3:16])=[N:4][N:5]([CH3:15])[C:6]=2[C:7]2[C:12]([F:13])=[CH:11][CH:10]=[CH:9][C:8]=2[F:14])=[CH:31][CH:32]=1. The catalyst class is: 627.